From a dataset of Reaction yield outcomes from USPTO patents with 853,638 reactions. Predict the reaction yield, written as a fraction of the theoretical maximum amount of product (1.0 means a 100% yield; for example, 0.34 means a 34% yield). (1) The reactants are [Br:1][C:2]1[CH:11]=[C:10]2[C:5]([C:6](=[O:12])[NH:7][CH:8]=[N:9]2)=[CH:4][CH:3]=1.[CH3:13][O:14][C:15]1[CH:22]=[C:21]([O:23][CH3:24])[CH:20]=[CH:19][C:16]=1[CH2:17]O.C1(P(C2C=CC=CC=2)C2C=CC=CC=2)C=CC=CC=1.N(C(OCC)=O)=NC(OCC)=O. The catalyst is C1COCC1.C(OCC)(=O)C.[Cl-].[Na+].O. The product is [Br:1][C:2]1[CH:11]=[C:10]2[C:5]([C:6](=[O:12])[N:7]([CH2:17][C:16]3[CH:19]=[CH:20][C:21]([O:23][CH3:24])=[CH:22][C:15]=3[O:14][CH3:13])[CH:8]=[N:9]2)=[CH:4][CH:3]=1. The yield is 0.260. (2) The product is [C:21]1([C:15]2[CH:16]=[CH:17][CH:18]=[CH:19][CH:20]=2)[CH:22]=[CH:23][C:24]([CH2:25][NH:26][C:4]2[N:3]=[C:2]([Cl:1])[N:10]=[C:9]3[C:5]=2[N:6]=[CH:7][N:8]3[CH:11]([CH3:13])[CH3:12])=[CH:27][CH:28]=1. The yield is 0.760. The catalyst is CCCCO. The reactants are [Cl:1][C:2]1[N:10]=[C:9]2[C:5]([N:6]=[CH:7][N:8]2[CH:11]([CH3:13])[CH3:12])=[C:4](Cl)[N:3]=1.[C:15]1([C:21]2[CH:28]=[CH:27][C:24]([CH2:25][NH2:26])=[CH:23][CH:22]=2)[CH:20]=[CH:19][CH:18]=[CH:17][CH:16]=1.C(N(CC)CC)C. (3) The reactants are [NH2:1][C:2]1[CH:3]=[CH:4][C:5]([C:18]2[C:19]([N:38]([CH3:43])[S:39]([CH3:42])(=[O:41])=[O:40])=[CH:20][C:21]3[O:25][C:24]([C:26]4[CH:31]=[CH:30][C:29]([F:32])=[CH:28][CH:27]=4)=[C:23]([C:33]([NH:35][CH3:36])=[O:34])[C:22]=3[CH:37]=2)=[N:6][C:7]=1[C:8]1[NH:9][C:10]2[C:15]([CH:16]=1)=[C:14]([F:17])[CH:13]=[CH:12][CH:11]=2.[C:44]1(=O)[CH2:47][CH2:46][CH2:45]1.Cl.CO. The catalyst is O1CCOCC1.C(Cl)Cl. The product is [F:17][C:14]1[C:15]2[CH:16]=[C:8]3[C:7]4[N:6]=[C:5]([C:18]5[C:19]([N:38]([CH3:43])[S:39]([CH3:42])(=[O:41])=[O:40])=[CH:20][C:21]6[O:25][C:24]([C:26]7[CH:27]=[CH:28][C:29]([F:32])=[CH:30][CH:31]=7)=[C:23]([C:33]([NH:35][CH3:36])=[O:34])[C:22]=6[CH:37]=5)[CH:4]=[CH:3][C:2]=4[NH:1][C:44]4([CH2:47][CH2:46][CH2:45]4)[N:9]3[C:10]=2[CH:11]=[CH:12][CH:13]=1. The yield is 0.300. (4) The reactants are [CH:1]([C:3]1[CH:4]=[C:5]([O:9][CH3:10])[CH:6]=[CH:7][CH:8]=1)=[CH2:2].C(O)(=[O:13])C.BrN1C(=O)CCC1=O.[OH-].[Na+]. The catalyst is O1CCOCC1.O. The product is [CH3:10][O:9][C:5]1[CH:4]=[C:3]([CH:1]2[CH2:2][O:13]2)[CH:8]=[CH:7][CH:6]=1. The yield is 1.00. (5) The reactants are [NH2:1][C:2]1[CH:10]=[C:9]([Cl:11])[CH:8]=[CH:7][C:3]=1[C:4](O)=[O:5].C1C=CC2N(O)N=[N:18]C=2C=1.CCN=C=NCCCN(C)C.Cl.[NH4+].[OH-]. The catalyst is CN(C=O)C.O. The product is [NH2:1][C:2]1[CH:10]=[C:9]([Cl:11])[CH:8]=[CH:7][C:3]=1[C:4]([NH2:18])=[O:5]. The yield is 0.876.